This data is from Forward reaction prediction with 1.9M reactions from USPTO patents (1976-2016). The task is: Predict the product of the given reaction. (1) Given the reactants [C:1]1([C:7]2[C:8]([CH:12]=O)=[CH:9][O:10][CH:11]=2)[CH:6]=[CH:5][CH:4]=[CH:3][CH:2]=1.[BH3-]C#[N:16].[Na+], predict the reaction product. The product is: [C:1]1([C:7]2[C:8]([CH2:12][NH2:16])=[CH:9][O:10][CH:11]=2)[CH:6]=[CH:5][CH:4]=[CH:3][CH:2]=1. (2) Given the reactants [CH2:1]1[C:9]2[C:4](=[CH:5][CH:6]=[CH:7][CH:8]=2)[CH2:3][CH:2]1[N:10]([CH2:18][C:19]1[CH:24]=[CH:23][C:22]([C:25]2[CH:30]=[CH:29][CH:28]=[C:27]([CH:31]=[O:32])[CH:26]=2)=[CH:21][CH:20]=1)[C:11](=[O:17])[O:12][C:13]([CH3:16])([CH3:15])[CH3:14].[CH3:33][C:34]1[CH:39]=[CH:38][C:37]([S:40]([CH2:43][N+:44]#[C-:45])(=[O:42])=[O:41])=[CH:36][CH:35]=1.[C-]#N.[Na+], predict the reaction product. The product is: [CH2:1]1[C:9]2[C:4](=[CH:5][CH:6]=[CH:7][CH:8]=2)[CH2:3][CH:2]1[N:10]([CH2:18][C:19]1[CH:20]=[CH:21][C:22]([C:25]2[CH:30]=[CH:29][CH:28]=[C:27]([CH:31]3[O:32][CH:45]=[N:44][CH:43]3[S:40]([C:37]3[CH:38]=[CH:39][C:34]([CH3:33])=[CH:35][CH:36]=3)(=[O:42])=[O:41])[CH:26]=2)=[CH:23][CH:24]=1)[C:11](=[O:17])[O:12][C:13]([CH3:14])([CH3:15])[CH3:16]. (3) The product is: [C:22]([C:23]1[C:24]([CH3:25])=[C:11]([C:4]2[C:5]3[C:10](=[CH:9][CH:8]=[CH:7][CH:6]=3)[N:1]=[CH:2][CH:3]=2)[NH:28][C:19]=1[C:16]1[CH:15]=[CH:14][N:13]=[CH:18][CH:17]=1)(=[O:27])[CH3:21]. Given the reactants [N:1]1[C:10]2[C:5](=[CH:6][CH:7]=[CH:8][CH:9]=2)[C:4]([CH:11]=O)=[CH:3][CH:2]=1.[N:13]1[CH:18]=[CH:17][C:16]([CH:19]=O)=[CH:15][CH:14]=1.[CH3:21][C:22](=[O:27])[CH2:23][C:24](=O)[CH3:25].[NH3:28], predict the reaction product.